This data is from Reaction yield outcomes from USPTO patents with 853,638 reactions. The task is: Predict the reaction yield, written as a fraction of the theoretical maximum amount of product (1.0 means a 100% yield; for example, 0.34 means a 34% yield). (1) The reactants are [CH3:1][C:2]1[CH:3]=[CH:4][CH:5]=[C:6]2[C:11]=1[C:10](=[O:12])[N:9]([C:13]1[CH:18]=[CH:17][CH:16]=[CH:15][C:14]=1[CH3:19])[C:8]([CH:20]([NH:22][C:23]1[N:31]=[CH:30][N:29]=[C:28]3[C:24]=1[N:25]=[CH:26][N:27]3C1CCCCO1)[CH3:21])=[CH:7]2.C([O-])(O)=O.[Na+]. No catalyst specified. The product is [N:31]1[C:23]([NH:22][CH:20]([C:8]2[N:9]([C:13]3[CH:18]=[CH:17][CH:16]=[CH:15][C:14]=3[CH3:19])[C:10](=[O:12])[C:11]3[C:6]([CH:7]=2)=[CH:5][CH:4]=[CH:3][C:2]=3[CH3:1])[CH3:21])=[C:24]2[C:28]([NH:27][CH:26]=[N:25]2)=[N:29][CH:30]=1. The yield is 0.540. (2) The reactants are C(=O)([O-])[O-].[K+].[K+].[N:7]1[C:14]([Cl:15])=[N:13][C:11](Cl)=[N:10][C:8]=1[Cl:9].[F:16][C:17]([F:27])([F:26])[C:18]1[CH:19]=[C:20]([CH:22]=[CH:23][C:24]=1[F:25])[NH2:21]. The catalyst is C1COCC1.O. The product is [Cl:15][C:14]1[N:7]=[C:8]([Cl:9])[N:10]=[C:11]([NH:21][C:20]2[CH:22]=[CH:23][C:24]([F:25])=[C:18]([C:17]([F:27])([F:16])[F:26])[CH:19]=2)[N:13]=1. The yield is 0.190. (3) The reactants are [O:1]1[CH:5]=[CH:4][C:3]([C:6]2[N:11]=[C:10]([C:12]3[N:16]4[CH:17]=[CH:18][C:19]([C:21]([CH3:31])([O:23][Si](CC)(CC)CC)[CH3:22])=[N:20][C:15]4=[N:14][CH:13]=3)[CH:9]=[CH:8][N:7]=2)=[CH:2]1. The catalyst is CCO.Cl. The product is [O:1]1[CH:5]=[CH:4][C:3]([C:6]2[N:11]=[C:10]([C:12]3[N:16]4[CH:17]=[CH:18][C:19]([C:21]([OH:23])([CH3:22])[CH3:31])=[N:20][C:15]4=[N:14][CH:13]=3)[CH:9]=[CH:8][N:7]=2)=[CH:2]1. The yield is 0.420. (4) The reactants are B(F)(F)F.CCOCC.[CH2:10]([SH:14])[CH2:11][CH2:12][SH:13].[CH2:15]([O:17][CH:18]([O:24][CH2:18][CH3:19])[C:19]([O:17][CH2:15][CH3:16])=[O:24])[CH3:16]. The catalyst is C(Cl)(Cl)Cl. The product is [S:13]1[CH2:12][CH2:11][CH2:10][S:14][CH:19]1[C:18]([O:17][CH2:15][CH3:16])=[O:24]. The yield is 0.940. (5) The reactants are [F:1][C:2]([F:14])([F:13])[C:3]1[CH:4]=[C:5]([S:9](Cl)(=[O:11])=[O:10])[CH:6]=[CH:7][CH:8]=1.[C:15]([O:19][C:20]([N:22]1[CH2:27][CH2:26][CH2:25][CH:24]([NH:28][CH:29]2[CH2:31][CH2:30]2)[CH2:23]1)=[O:21])([CH3:18])([CH3:17])[CH3:16].C(N(CC)CC)C. The catalyst is ClCCl. The product is [C:15]([O:19][C:20]([N:22]1[CH2:27][CH2:26][CH2:25][CH:24]([N:28]([CH:29]2[CH2:30][CH2:31]2)[S:9]([C:5]2[CH:6]=[CH:7][CH:8]=[C:3]([C:2]([F:14])([F:13])[F:1])[CH:4]=2)(=[O:11])=[O:10])[CH2:23]1)=[O:21])([CH3:18])([CH3:16])[CH3:17]. The yield is 0.450. (6) The catalyst is O. The reactants are [I-:1].C([O:4][C:5](=[O:15])[CH2:6][N:7]1[CH2:12][CH2:11][N+:10]([CH3:14])([CH3:13])[CH2:9][CH2:8]1)C. The yield is 0.510. The product is [I-:1].[C:5]([CH2:6][N:7]1[CH2:8][CH2:9][N+:10]([CH3:14])([CH3:13])[CH2:11][CH2:12]1)([OH:15])=[O:4]. (7) The reactants are C[O:2][C:3](=O)[C:4]1[CH:9]=[CH:8][C:7]([Br:10])=[CH:6][C:5]=1[CH2:11]Br.[NH3:14]. No catalyst specified. The product is [Br:10][C:7]1[CH:6]=[C:5]2[C:4](=[CH:9][CH:8]=1)[C:3](=[O:2])[NH:14][CH2:11]2. The yield is 0.650.